From a dataset of Forward reaction prediction with 1.9M reactions from USPTO patents (1976-2016). Predict the product of the given reaction. (1) Given the reactants [OH:1][CH:2]1[CH2:7][CH2:6][CH:5]([NH:8][C:9](=[O:15])[O:10][C:11]([CH3:14])([CH3:13])[CH3:12])[CH2:4][CH2:3]1.CC(OI1(OC(C)=O)(OC(C)=O)OC(=O)C2C=CC=CC1=2)=O, predict the reaction product. The product is: [O:1]=[C:2]1[CH2:3][CH2:4][CH:5]([NH:8][C:9](=[O:15])[O:10][C:11]([CH3:13])([CH3:12])[CH3:14])[CH2:6][CH2:7]1. (2) The product is: [Br:1][C:2]1[CH:3]=[C:4]([C:7]([OH:10])=[O:8])[S:5][CH:6]=1. Given the reactants [Br:1][C:2]1[CH:3]=[C:4]([CH:7]=[O:8])[S:5][CH:6]=1.P([O-])(O)(O)=[O:10].[Na+].OO.Cl([O-])=O.[Na+], predict the reaction product. (3) Given the reactants C1(P(C2C=CC=CC=2)C2C=CC=CC=2)C=CC=CC=1.[CH2:20]([N:27]1[CH2:32][CH:31]=[C:30]([CH2:33][OH:34])[CH2:29][CH2:28]1)[C:21]1[CH:26]=[CH:25][CH:24]=[CH:23][CH:22]=1.[Br:35][C:36]1[CH:41]=[CH:40][CH:39]=[CH:38][C:37]=1O.N(C(OC(C)C)=O)=NC(OC(C)C)=O, predict the reaction product. The product is: [CH2:20]([N:27]1[CH2:28][CH:29]=[C:30]([CH2:33][O:34][C:37]2[CH:38]=[CH:39][CH:40]=[CH:41][C:36]=2[Br:35])[CH2:31][CH2:32]1)[C:21]1[CH:26]=[CH:25][CH:24]=[CH:23][CH:22]=1. (4) Given the reactants [H-].[Na+].[CH3:3][C@H:4]([OH:8])[C@@H:5]([OH:7])[CH3:6].[NH2:9][C:10]1[C:18]2[C:17]([C:19]3[CH:24]=[CH:23][C:22]([Cl:25])=[C:21]([Cl:26])[CH:20]=3)=[N:16][C:15](S(C)=O)=[N:14][C:13]=2[S:12][C:11]=1[C:30]([NH2:32])=[O:31], predict the reaction product. The product is: [OH:7][C@@H:5]([CH3:6])[C@H:4]([CH3:3])[O:8][C:15]1[N:16]=[C:17]([C:19]2[CH:24]=[CH:23][C:22]([Cl:25])=[C:21]([Cl:26])[CH:20]=2)[C:18]2[C:10]([NH2:9])=[C:11]([C:30]([NH2:32])=[O:31])[S:12][C:13]=2[N:14]=1. (5) Given the reactants OC1O[C@H](CO)[C@@H](O)[C@H](O)[C@@H]1NC(C)=O.[CH3:16][C:17]([NH:19][CH:20]1[CH:25]([CH:26]([OH:31])[CH:27]([OH:30])[CH2:28][OH:29])[O:24][C:23]([O:35][P:36]([O:39][CH2:40][C@H:41]2[O:45][C@@H:44]([N:46]3[C:51](=[O:52])[N:50]=[C:49]([NH2:53])[CH:48]=[CH:47]3)[C@H:43]([OH:54])[C@@H:42]2[OH:55])([O-:38])=[O:37])([C:32]([OH:34])=[O:33])[CH2:22][CH:21]1[OH:56])=[O:18].[Na+].C1[C@@](OP(OC[C@H]2O[C@@H](N3C(=O)N=C(N)C=C3)[C@H](O)[C@@H]2O)([O-])=O)(C([O-])=O)O[C@@H]([C@H](O)[C@H](O)CO)[C@H](O)[C@H]1O, predict the reaction product. The product is: [CH3:16][C:17]([NH:19][C@H:20]1[C@H:25]([C@H:26]([OH:31])[C@H:27]([OH:30])[CH2:28][OH:29])[O:24][C@:23]([O:35][P:36]([O:39][CH2:40][C@H:41]2[O:45][C@@H:44]([N:46]3[C:51](=[O:52])[N:50]=[C:49]([NH2:53])[CH:48]=[CH:47]3)[C@H:43]([OH:54])[C@@H:42]2[OH:55])([OH:38])=[O:37])([C:32]([OH:34])=[O:33])[CH2:22][C@@H:21]1[OH:56])=[O:18]. (6) Given the reactants [C:1]1([O:11][CH2:12][CH2:13][CH2:14][N:15]2[C:23]3[C:18](=[CH:19][CH:20]=[CH:21][CH:22]=3)[C:17]([CH2:24][C:25]([O:27]C)=[O:26])=[CH:16]2)[C:10]2[C:5](=[CH:6][CH:7]=[CH:8][CH:9]=2)[CH:4]=[CH:3][CH:2]=1.[OH-].[K+], predict the reaction product. The product is: [C:1]1([O:11][CH2:12][CH2:13][CH2:14][N:15]2[C:23]3[C:18](=[CH:19][CH:20]=[CH:21][CH:22]=3)[C:17]([CH2:24][C:25]([OH:27])=[O:26])=[CH:16]2)[C:10]2[C:5](=[CH:6][CH:7]=[CH:8][CH:9]=2)[CH:4]=[CH:3][CH:2]=1.